From a dataset of Peptide-MHC class I binding affinity with 185,985 pairs from IEDB/IMGT. Regression. Given a peptide amino acid sequence and an MHC pseudo amino acid sequence, predict their binding affinity value. This is MHC class I binding data. (1) The peptide sequence is FPYVMGDVEL. The MHC is HLA-B51:01 with pseudo-sequence HLA-B51:01. The binding affinity (normalized) is 0.471. (2) The peptide sequence is EYKLQQGTF. The MHC is HLA-A26:01 with pseudo-sequence HLA-A26:01. The binding affinity (normalized) is 0.